From a dataset of Forward reaction prediction with 1.9M reactions from USPTO patents (1976-2016). Predict the product of the given reaction. (1) Given the reactants [Cl-].[Al+3].[Cl-].[Cl-].[F:5][C:6]1[CH:7]=[C:8]2[CH:14]=[CH:13][NH:12][C:9]2=[N:10][CH:11]=1.[Br:15][CH2:16][C:17](Br)=[O:18].C([O-])(O)=O.[Na+], predict the reaction product. The product is: [Br:15][CH2:16][C:17]([C:14]1[C:8]2[C:9](=[N:10][CH:11]=[C:6]([F:5])[CH:7]=2)[NH:12][CH:13]=1)=[O:18]. (2) Given the reactants [C:1]([O:5][C:6]([NH:8][C@H:9]([CH2:21][C:22]1[CH:27]=[C:26]([F:28])[C:25]([F:29])=[CH:24][C:23]=1[F:30])[CH2:10][C:11]([O:13]CC1C=CC=CC=1)=[O:12])=[O:7])([CH3:4])([CH3:3])[CH3:2], predict the reaction product. The product is: [C:1]([O:5][C:6]([NH:8][C@H:9]([CH2:21][C:22]1[CH:27]=[C:26]([F:28])[C:25]([F:29])=[CH:24][C:23]=1[F:30])[CH2:10][C:11]([OH:13])=[O:12])=[O:7])([CH3:4])([CH3:2])[CH3:3]. (3) Given the reactants [F:1][C:2]1[C:3]([NH:23][C:24]2[CH:29]=[CH:28][CH:27]=[CH:26][C:25]=2[F:30])=[C:4]([CH:9]=[C:10]([S:13][CH2:14][C:15]2[CH:20]=[CH:19][C:18]([O:21][CH3:22])=[CH:17][CH:16]=2)[C:11]=1F)[C:5]([O:7][CH3:8])=[O:6].[N-:31]=[N+:32]=[N-:33].CCOCC.S1(CCCC1)(=O)=O, predict the reaction product. The product is: [N:31]([C:11]1[C:10]([S:13][CH2:14][C:15]2[CH:20]=[CH:19][C:18]([O:21][CH3:22])=[CH:17][CH:16]=2)=[CH:9][C:4]([C:5]([O:7][CH3:8])=[O:6])=[C:3]([NH:23][C:24]2[CH:29]=[CH:28][CH:27]=[CH:26][C:25]=2[F:30])[C:2]=1[F:1])=[N+:32]=[N-:33]. (4) Given the reactants [Cl:1][C:2]1[CH:3]=[CH:4][CH:5]=[C:6]2[C:10]=1[C:9](=[O:11])[N:8]([C:12]1[CH:13]=[C:14]([CH:32]=[CH:33][CH:34]=1)[C:15]([NH:17]CCC1CCN(C3C=CN=CC=3)CC1)=[O:16])[CH2:7]2.[CH:35]1([CH2:41][N:42]2[CH2:47][CH2:46]N[CH2:44][CH2:43]2)[CH2:40][CH2:39][CH2:38][CH2:37][CH2:36]1.ClC1C=CC=C2C=1C(=O)N(C1C=C(C=CC=1)C(O)=O)C2, predict the reaction product. The product is: [Cl:1][C:2]1[CH:3]=[CH:4][CH:5]=[C:6]2[C:10]=1[C:9](=[O:11])[N:8]([C:12]1[CH:34]=[CH:33][CH:32]=[C:14]([C:15]([N:17]3[CH2:44][CH2:43][N:42]([CH2:41][CH:35]4[CH2:40][CH2:39][CH2:38][CH2:37][CH2:36]4)[CH2:47][CH2:46]3)=[O:16])[CH:13]=1)[CH2:7]2. (5) Given the reactants [CH3:1][C:2]1[C:10]2[N:9]=[C:8]([CH2:11][CH2:12][CH3:13])[N:7]([CH2:14][C:15]3[CH:34]=[CH:33][C:18]4/[C:19](=[CH:28]\[C:29]([NH:31][NH2:32])=[O:30])/[C:20]5[CH:27]=[CH:26][CH:25]=[CH:24][C:21]=5[O:22][CH2:23][C:17]=4[CH:16]=3)[C:6]=2[CH:5]=[CH:4][CH:3]=1.[CH2:35](OC(OCC)OCC)C, predict the reaction product. The product is: [CH3:1][C:2]1[C:10]2[N:9]=[C:8]([CH2:11][CH2:12][CH3:13])[N:7]([CH2:14][C:15]3[CH:34]=[CH:33][C:18]4/[C:19](=[CH:28]\[C:29]5[O:30][CH:35]=[N:32][N:31]=5)/[C:20]5[CH:27]=[CH:26][CH:25]=[CH:24][C:21]=5[O:22][CH2:23][C:17]=4[CH:16]=3)[C:6]=2[CH:5]=[CH:4][CH:3]=1. (6) Given the reactants [H-].[Na+].Cl[C:4]1[CH:9]=[CH:8][C:7]([N+:10]([O-:12])=[O:11])=[CH:6][N:5]=1.[OH:13][C:14]1[CH:23]=[CH:22][C:17]([C:18]([O:20][CH3:21])=[O:19])=[CH:16][CH:15]=1.C(O)(=O)CC(CC(O)=O)(C(O)=O)O, predict the reaction product. The product is: [N+:10]([C:7]1[CH:8]=[CH:9][C:4]([O:13][C:14]2[CH:15]=[CH:16][C:17]([C:18]([O:20][CH3:21])=[O:19])=[CH:22][CH:23]=2)=[N:5][CH:6]=1)([O-:12])=[O:11]. (7) Given the reactants [Br:1][C:2]1[CH:7]=[C:6]([C:8]([OH:14])([CH3:13])[C:9]([F:12])([F:11])[F:10])[CH:5]=[CH:4][C:3]=1[N:15]1[CH2:20][CH2:19][N:18](C(OC(C)(C)C)=O)[CH2:17][CH2:16]1.Cl.O1CCOCC1.C(N(CC)CC)C.[S:42]1[CH:46]=[CH:45][CH:44]=[C:43]1[S:47](Cl)(=[O:49])=[O:48], predict the reaction product. The product is: [Br:1][C:2]1[CH:7]=[C:6]([C:8]([OH:14])([CH3:13])[C:9]([F:10])([F:12])[F:11])[CH:5]=[CH:4][C:3]=1[N:15]1[CH2:16][CH2:17][N:18]([S:47]([C:43]2[S:42][CH:46]=[CH:45][CH:44]=2)(=[O:49])=[O:48])[CH2:19][CH2:20]1.